The task is: Predict the reaction yield, written as a fraction of the theoretical maximum amount of product (1.0 means a 100% yield; for example, 0.34 means a 34% yield).. This data is from Reaction yield outcomes from USPTO patents with 853,638 reactions. (1) The reactants are [Cl:1][C:2]1[CH:10]=[CH:9][CH:8]=[C:7]([I:11])[C:3]=1[C:4](O)=[O:5].B.O1CCCC1.CO.Cl. The catalyst is O1CCCC1.C(OCC)(=O)C.C(OCC)C. The product is [Cl:1][C:2]1[CH:10]=[CH:9][CH:8]=[C:7]([I:11])[C:3]=1[CH2:4][OH:5]. The yield is 0.180. (2) The reactants are [CH3:1][O:2][C:3]1[CH:12]=[CH:11][CH:10]=[C:9]2[C:4]=1[CH:5]=[CH:6][C:7](C(O)=O)=[CH:8]2.C[N:17](C=O)C.C(Cl)(=O)C(Cl)=O.[N-]=[N+]=[N-].[Na+].[OH-].[Na+]. The catalyst is O.C(Cl)Cl. The product is [CH3:1][O:2][C:3]1[CH:12]=[CH:11][CH:10]=[C:9]2[C:4]=1[CH:5]=[CH:6][C:7]([NH2:17])=[CH:8]2. The yield is 0.610.